This data is from TCR-epitope binding with 47,182 pairs between 192 epitopes and 23,139 TCRs. The task is: Binary Classification. Given a T-cell receptor sequence (or CDR3 region) and an epitope sequence, predict whether binding occurs between them. (1) The epitope is AYILFTRFFYV. The TCR CDR3 sequence is CASSLEGLAETFYNEQFF. Result: 1 (the TCR binds to the epitope). (2) The epitope is NEGVKAAW. The TCR CDR3 sequence is CASSLTYGYTF. Result: 0 (the TCR does not bind to the epitope). (3) The epitope is YSEHPTFTSQY. The TCR CDR3 sequence is CASSEGQNYGYTF. Result: 0 (the TCR does not bind to the epitope). (4) The epitope is AMFWSVPTV. Result: 0 (the TCR does not bind to the epitope). The TCR CDR3 sequence is CASSLMGGVPYNEQFF. (5) The epitope is ISDYDYYRY. The TCR CDR3 sequence is CASSLAGPEAFF. Result: 0 (the TCR does not bind to the epitope).